Dataset: Forward reaction prediction with 1.9M reactions from USPTO patents (1976-2016). Task: Predict the product of the given reaction. (1) Given the reactants [F:1][C:2]1[CH:3]=[C:4](B(O)O)[CH:5]=[CH:6][CH:7]=1.[CH:11]([C:14]1[CH:18]=[C:17]([C:19]([O:21][CH2:22][CH3:23])=[O:20])[NH:16][N:15]=1)([CH3:13])[CH3:12], predict the reaction product. The product is: [F:1][C:2]1[CH:3]=[C:4]([N:16]2[C:17]([C:19]([O:21][CH2:22][CH3:23])=[O:20])=[CH:18][C:14]([CH:11]([CH3:12])[CH3:13])=[N:15]2)[CH:5]=[CH:6][CH:7]=1. (2) Given the reactants [NH2:1][C:2]1[C:28]([CH3:29])=[C:27]([CH3:30])[C:5]([O:6][CH2:7][C:8]([N:10]([CH:12]2[CH2:17][CH2:16][N:15]([CH2:18][C:19]([C:21]3[CH:26]=[CH:25][CH:24]=[CH:23][CH:22]=3)=[O:20])[CH2:14][CH2:13]2)[CH3:11])=[O:9])=[C:4]([CH3:31])[C:3]=1[CH3:32].[BH4-].[Na+], predict the reaction product. The product is: [NH2:1][C:2]1[C:3]([CH3:32])=[C:4]([CH3:31])[C:5]([O:6][CH2:7][C:8]([N:10]([CH:12]2[CH2:17][CH2:16][N:15]([CH2:18][CH:19]([OH:20])[C:21]3[CH:26]=[CH:25][CH:24]=[CH:23][CH:22]=3)[CH2:14][CH2:13]2)[CH3:11])=[O:9])=[C:27]([CH3:30])[C:28]=1[CH3:29].